Dataset: Full USPTO retrosynthesis dataset with 1.9M reactions from patents (1976-2016). Task: Predict the reactants needed to synthesize the given product. (1) Given the product [CH3:22][S:23]([O:14][CH:11]1[CH2:12][CH2:13][N:8]([C:6]([O:5][C:1]([CH3:4])([CH3:2])[CH3:3])=[O:7])[CH2:9][CH2:10]1)(=[O:25])=[O:24], predict the reactants needed to synthesize it. The reactants are: [C:1]([O:5][C:6]([N:8]1[CH2:13][CH2:12][CH:11]([OH:14])[CH2:10][CH2:9]1)=[O:7])([CH3:4])([CH3:3])[CH3:2].CCN(CC)CC.[CH3:22][S:23](Cl)(=[O:25])=[O:24]. (2) Given the product [OH:22][C:17]1[CH:18]=[CH:19][CH:20]=[CH:21][C:16]=1[C:13]([OH:15])=[O:14], predict the reactants needed to synthesize it. The reactants are: COC1C=CC2C(=CC=CC=2)C=1.[C:13]([C:16]1[CH:21]=[CH:20][CH:19]=[CH:18][C:17]=1[O:22]C)([OH:15])=[O:14]. (3) Given the product [CH3:31][N:2]1[CH2:7][CH2:6][CH2:5][CH:4]([CH2:8][N:9]2[C:17]3[CH2:16][CH2:15][N:14]([C:18](=[O:20])[CH3:19])[CH2:13][C:12]=3[C:11]([NH:21][C:22]3[CH:23]=[C:24]([CH3:28])[CH:25]=[CH:26][CH:27]=3)=[N:10]2)[CH2:3]1, predict the reactants needed to synthesize it. The reactants are: Cl.[NH:2]1[CH2:7][CH2:6][CH2:5][CH:4]([CH2:8][N:9]2[C:17]3[CH2:16][CH2:15][N:14]([C:18](=[O:20])[CH3:19])[CH2:13][C:12]=3[C:11]([NH:21][C:22]3[CH:23]=[C:24]([CH3:28])[CH:25]=[CH:26][CH:27]=3)=[N:10]2)[CH2:3]1.C=O.[CH3:31]CN(CC)CC.[BH-](OC(C)=O)(OC(C)=O)OC(C)=O.[Na+].